Task: Predict the reaction yield, written as a fraction of the theoretical maximum amount of product (1.0 means a 100% yield; for example, 0.34 means a 34% yield).. Dataset: Reaction yield outcomes from USPTO patents with 853,638 reactions The reactants are [H-].[Na+].C(OP([CH2:11][C:12]1[CH:17]=[CH:16][CH:15]=[C:14]([C:18]#[N:19])[CH:13]=1)(=O)OCC)C.[CH3:20][C:21]([CH3:23])=O.O. The catalyst is O1CCCC1. The product is [CH3:20][C:21]([CH3:23])=[CH:11][C:12]1[CH:13]=[C:14]([CH:15]=[CH:16][CH:17]=1)[C:18]#[N:19]. The yield is 0.280.